Dataset: M1 muscarinic receptor antagonist screen with 61,756 compounds. Task: Binary Classification. Given a drug SMILES string, predict its activity (active/inactive) in a high-throughput screening assay against a specified biological target. The drug is O=C1N(CC=2N(C(=O)NC(C12)c1ccccc1)C)Cc1occc1. The result is 0 (inactive).